Regression. Given a peptide amino acid sequence and an MHC pseudo amino acid sequence, predict their binding affinity value. This is MHC class II binding data. From a dataset of Peptide-MHC class II binding affinity with 134,281 pairs from IEDB. (1) The peptide sequence is KDKFLANVSTVLTGK. The MHC is DRB1_0404 with pseudo-sequence DRB1_0404. The binding affinity (normalized) is 0.700. (2) The peptide sequence is KYMVIQGEPGAVIRG. The binding affinity (normalized) is 0.351. The MHC is DRB1_0301 with pseudo-sequence DRB1_0301. (3) The peptide sequence is GSDPKKLVLNIKYTRPGDSL. The MHC is DRB1_0701 with pseudo-sequence DRB1_0701. The binding affinity (normalized) is 0.650. (4) The binding affinity (normalized) is 0. The MHC is DRB1_0401 with pseudo-sequence DRB1_0401. The peptide sequence is LSNAPLGPQFP. (5) The peptide sequence is KKKGTMRASALILIEAG. The MHC is HLA-DQA10501-DQB10302 with pseudo-sequence HLA-DQA10501-DQB10302. The binding affinity (normalized) is 0.362. (6) The peptide sequence is VEIKEFANAVKLRRS. The MHC is DRB3_0202 with pseudo-sequence DRB3_0202. The binding affinity (normalized) is 0.458. (7) The peptide sequence is PARLIVFPDLGVR. The MHC is DRB1_0101 with pseudo-sequence DRB1_0101. The binding affinity (normalized) is 0.248.